Task: Regression. Given a peptide amino acid sequence and an MHC pseudo amino acid sequence, predict their binding affinity value. This is MHC class I binding data.. Dataset: Peptide-MHC class I binding affinity with 185,985 pairs from IEDB/IMGT (1) The peptide sequence is FLIVAALVFL. The MHC is HLA-A68:02 with pseudo-sequence HLA-A68:02. The binding affinity (normalized) is 0.354. (2) The peptide sequence is APGKSLGTL. The MHC is HLA-B08:01 with pseudo-sequence HLA-B08:01. The binding affinity (normalized) is 0.213. (3) The peptide sequence is ELMMTTIGV. The MHC is HLA-A02:01 with pseudo-sequence HLA-A02:01. The binding affinity (normalized) is 0.886. (4) The peptide sequence is AARLKRSAT. The binding affinity (normalized) is 0. The MHC is HLA-A68:02 with pseudo-sequence HLA-A68:02.